From a dataset of Forward reaction prediction with 1.9M reactions from USPTO patents (1976-2016). Predict the product of the given reaction. (1) Given the reactants Br[C:2]1[N:7]=[CH:6][CH:5]=[CH:4][N:3]=1.[C:8]([C:10]1[CH:11]=[C:12]2[C:16](=[CH:17][CH:18]=1)[NH:15][N:14]=[CH:13]2)#[CH:9], predict the reaction product. The product is: [N:3]1[CH:4]=[CH:5][CH:6]=[N:7][C:2]=1[C:9]#[C:8][C:10]1[CH:11]=[C:12]2[C:16](=[CH:17][CH:18]=1)[NH:15][N:14]=[CH:13]2. (2) Given the reactants [CH3:1][O:2][CH2:3][C:4]([NH:6][C:7]1[CH:8]=[C:9]([CH:12]=[CH:13][CH:14]=1)[CH:10]=O)=[O:5].[C:15]([C:18]1[C:19](=[O:30])[N:20]([CH3:29])[C:21]2[C:26]([C:27]=1[OH:28])=[CH:25][CH:24]=[CH:23][N:22]=2)(=[O:17])[CH3:16].N1CCCCC1, predict the reaction product. The product is: [OH:28][C:27]1[C:26]2[C:21](=[N:22][CH:23]=[CH:24][CH:25]=2)[N:20]([CH3:29])[C:19](=[O:30])[C:18]=1[C:15](=[O:17])[CH:16]=[CH:10][C:9]1[CH:12]=[CH:13][CH:14]=[C:7]([NH:6][C:4](=[O:5])[CH2:3][O:2][CH3:1])[CH:8]=1. (3) Given the reactants [C:1]1([C@H:7]2[C@H:16]3[CH2:17][CH2:18][N:19](C(OC(C)(C)C)=O)[C@H:15]3[C:14]3[CH:13]=[CH:12][CH:11]=[CH:10][C:9]=3[NH:8]2)[CH:6]=[CH:5][CH:4]=[CH:3][CH:2]=1.[ClH:27], predict the reaction product. The product is: [ClH:27].[ClH:27].[C:1]1([C@H:7]2[C@H:16]3[CH2:17][CH2:18][NH:19][C@H:15]3[C:14]3[CH:13]=[CH:12][CH:11]=[CH:10][C:9]=3[NH:8]2)[CH:2]=[CH:3][CH:4]=[CH:5][CH:6]=1. (4) Given the reactants CCN(C(C)C)C(C)C.[OH:10][C:11]1[CH:16]=[CH:15][C:14]([CH2:17][C:18]([NH:20][CH2:21][C:22]([OH:24])=O)=[O:19])=[CH:13][CH:12]=1.C1C=CC2N([OH:34])N=NC=2C=1.CCN=C=NCCCN(C)C.Cl.Cl.[N:48]1([C:54]([C:56]2[CH:61]=[CH:60][CH:59]=[CH:58][C:57]=2[C:62]([F:65])([F:64])[F:63])=[O:55])[CH2:53][CH2:52][NH:51][CH2:50][CH2:49]1.CN([CH:69]=[O:70])C, predict the reaction product. The product is: [F:63][C:62]([F:65])([F:64])[C:69]([OH:70])=[O:34].[OH:10][C:11]1[CH:12]=[CH:13][C:14]([CH2:17][C:18]([NH:20][CH2:21][C:22](=[O:24])[N:51]2[CH2:52][CH2:53][N:48]([C:54](=[O:55])[C:56]3[CH:61]=[CH:60][CH:59]=[CH:58][C:57]=3[C:62]([F:65])([F:63])[F:64])[CH2:49][CH2:50]2)=[O:19])=[CH:15][CH:16]=1. (5) Given the reactants [CH3:1][O:2][C:3](=[O:17])/[CH:4]=[C:5](\[NH2:16])/[CH2:6][C:7]1[CH:12]=[C:11]([F:13])[C:10]([F:14])=[CH:9][C:8]=1[F:15].N1C=CC=CC=1.[C:24](OC(=O)C)(=[O:26])[CH3:25], predict the reaction product. The product is: [CH3:25][C:24]([NH:16]/[C:5](/[CH2:6][C:7]1[C:8]([F:15])=[CH:9][C:10]([F:14])=[C:11]([F:13])[CH:12]=1)=[CH:4]\[C:3]([O:2][CH3:1])=[O:17])=[O:26].